This data is from Peptide-MHC class II binding affinity with 134,281 pairs from IEDB. The task is: Regression. Given a peptide amino acid sequence and an MHC pseudo amino acid sequence, predict their binding affinity value. This is MHC class II binding data. (1) The peptide sequence is EGRRAKLRSAGEVEI. The MHC is DRB1_1101 with pseudo-sequence DRB1_1101. The binding affinity (normalized) is 0.140. (2) The peptide sequence is AFKVAATAANAAWAN. The MHC is DRB1_1001 with pseudo-sequence DRB1_1001. The binding affinity (normalized) is 0.960.